The task is: Predict the reaction yield, written as a fraction of the theoretical maximum amount of product (1.0 means a 100% yield; for example, 0.34 means a 34% yield).. This data is from Reaction yield outcomes from USPTO patents with 853,638 reactions. (1) The reactants are [CH3:1][C:2]1[CH:7]=[CH:6][N:5]=[CH:4][C:3]=1[N:8]1[CH2:12][CH2:11][NH:10][C:9]1=[O:13].Br[C:15]1[CH:16]=[C:17]([CH:20]([F:22])[F:21])[S:18][CH:19]=1.N[C@@H]1CCCC[C@H]1N.P([O-])([O-])([O-])=O.[K+].[K+].[K+]. The catalyst is [Cu](I)I.O1CCOCC1. The product is [F:21][CH:20]([F:22])[C:17]1[S:18][CH:19]=[C:15]([N:10]2[CH2:11][CH2:12][N:8]([C:3]3[CH:4]=[N:5][CH:6]=[CH:7][C:2]=3[CH3:1])[C:9]2=[O:13])[CH:16]=1. The yield is 0.0850. (2) The reactants are [NH2:1][C:2]1[CH:7]=[CH:6][C:5]([NH:8][C:9]2[N:14]=[CH:13][C:12]([CH2:15][C:16]([NH2:18])=[O:17])=[C:11]([NH:19][CH2:20][C:21]3[CH:26]=[CH:25][CH:24]=[CH:23][CH:22]=3)[CH:10]=2)=[CH:4][CH:3]=1.[C:27]([N:34]1[CH2:39][CH2:38][C:37](=O)[CH2:36][CH2:35]1)([O:29][C:30]([CH3:33])([CH3:32])[CH3:31])=[O:28].C(O[BH-](OC(=O)C)OC(=O)C)(=O)C.[Na+].O. The catalyst is C1(C)C=CC=CC=1.O1CCCC1. The product is [CH2:20]([NH:19][C:11]1[CH:10]=[C:9]([NH:8][C:5]2[CH:4]=[CH:3][C:2]([NH:1][CH:37]3[CH2:38][CH2:39][N:34]([C:27]([O:29][C:30]([CH3:33])([CH3:32])[CH3:31])=[O:28])[CH2:35][CH2:36]3)=[CH:7][CH:6]=2)[N:14]=[CH:13][C:12]=1[CH2:15][C:16]([NH2:18])=[O:17])[C:21]1[CH:22]=[CH:23][CH:24]=[CH:25][CH:26]=1. The yield is 0.600. (3) The reactants are [C:1]([OH:10])(=[O:9])[C@@H:2]([C@H:4]([C:6]([OH:8])=[O:7])[OH:5])[OH:3].[NH2:11][CH2:12][C:13]1[N:17]([CH2:18][CH3:19])[C:16]([S:20][C:21]2[CH:22]=[C:23]([C:29]#[N:30])[CH:24]=[C:25]([CH:28]=2)[C:26]#[N:27])=[C:15]([CH:31]2[CH2:33][CH2:32]2)[N:14]=1. The catalyst is CC(C)=O. The product is [C:6]([CH:4]([CH:2]([C:1]([OH:10])=[O:9])[OH:3])[OH:5])([OH:8])=[O:7].[NH2:11][CH2:12][C:13]1[N:17]([CH2:18][CH3:19])[C:16]([S:20][C:21]2[CH:28]=[C:25]([C:26]#[N:27])[CH:24]=[C:23]([CH:22]=2)[C:29]#[N:30])=[C:15]([CH:31]2[CH2:33][CH2:32]2)[N:14]=1. The yield is 0.420. (4) The reactants are [Si:1]([O:8][C@@H:9]1[C@@:28]2([CH3:29])[C:13](=[CH:14][CH:15]=[C:16]3[C@@H:27]2[CH2:26][CH2:25][C@@:24]2([CH3:30])[C@H:17]3[CH2:18][CH:19]=[C:20]2[C@@H:21]([OH:23])[CH3:22])[CH2:12][C@@H:11]([O:31][Si:32]([C:35]([CH3:38])([CH3:37])[CH3:36])([CH3:34])[CH3:33])[CH2:10]1)([C:4]([CH3:7])([CH3:6])[CH3:5])([CH3:3])[CH3:2].[H-].[Na+].C1OCCOCCOCCOCCOC1.Br[CH2:57][C:58]([O:60][C:61]([CH3:64])([CH3:63])[CH3:62])=[O:59]. The catalyst is O1CCCC1.C(OCC)(=O)C.O. The product is [Si:1]([O:8][C@@H:9]1[C@@:28]2([CH3:29])[C:13](=[CH:14][CH:15]=[C:16]3[C@@H:27]2[CH2:26][CH2:25][C@@:24]2([CH3:30])[C@H:17]3[CH2:18][CH:19]=[C:20]2[C@@H:21]([O:23][CH2:57][C:58]([O:60][C:61]([CH3:64])([CH3:63])[CH3:62])=[O:59])[CH3:22])[CH2:12][C@@H:11]([O:31][Si:32]([C:35]([CH3:37])([CH3:36])[CH3:38])([CH3:33])[CH3:34])[CH2:10]1)([C:4]([CH3:7])([CH3:6])[CH3:5])([CH3:3])[CH3:2]. The yield is 0.820. (5) The reactants are [F:1][C:2]([F:7])([F:6])[C:3]([OH:5])=[O:4].[F:8][C:9]([F:14])([F:13])[C:10]([OH:12])=[O:11].FC(F)(F)C(O)=O.[Cl:22][C:23]1[CH:24]=[N:25][C:26]2[NH:27][C:28]3[CH:29]=[N:30][CH:31]=[C:32]([CH:54]=3)[CH2:33][CH2:34][C:35]3[CH:43]=[C:39]([NH:40][C:41]=1[N:42]=2)[CH:38]=[CH:37][C:36]=3[NH:44][C:45](=[O:53])[CH2:46][CH:47]1[CH2:52][CH2:51][NH:50][CH2:49][CH2:48]1.[CH3:55][C:56]1[O:60][N:59]=[CH:58][C:57]=1[S:61](Cl)(=[O:63])=[O:62]. No catalyst specified. The product is [F:1][C:2]([F:7])([F:6])[C:3]([OH:5])=[O:4].[F:8][C:9]([F:14])([F:13])[C:10]([OH:12])=[O:11].[Cl:22][C:23]1[CH:24]=[N:25][C:26]2[NH:27][C:28]3[CH:29]=[N:30][CH:31]=[C:32]([CH:54]=3)[CH2:33][CH2:34][C:35]3[CH:43]=[C:39]([NH:40][C:41]=1[N:42]=2)[CH:38]=[CH:37][C:36]=3[NH:44][C:45](=[O:53])[CH2:46][CH:47]1[CH2:52][CH2:51][N:50]([S:61]([C:57]2[CH:58]=[N:59][O:60][C:56]=2[CH3:55])(=[O:63])=[O:62])[CH2:49][CH2:48]1. The yield is 0.120. (6) The reactants are Cl[C:2]1[CH:7]=[CH:6][C:5]([CH:8]([O:11][CH3:12])[O:9][CH3:10])=[C:4]([C:13]([F:16])([F:15])[F:14])[CH:3]=1.CC([O-])(C)C.[K+].[NH:23]1[CH2:28][CH2:27][O:26][CH2:25][CH2:24]1. The catalyst is C1(C)C=CC=CC=1.C1C=CC(/C=C/C(/C=C/C2C=CC=CC=2)=O)=CC=1.C1C=CC(/C=C/C(/C=C/C2C=CC=CC=2)=O)=CC=1.C1C=CC(/C=C/C(/C=C/C2C=CC=CC=2)=O)=CC=1.[Pd].[Pd]. The product is [CH3:10][O:9][CH:8]([O:11][CH3:12])[C:5]1[CH:6]=[CH:7][C:2]([N:23]2[CH2:28][CH2:27][O:26][CH2:25][CH2:24]2)=[CH:3][C:4]=1[C:13]([F:16])([F:15])[F:14]. The yield is 0.104. (7) The reactants are [NH2:1][C:2]1[S:3][C:4]([CH2:11][CH3:12])=[CH:5][C:6]=1[C:7]([O:9]C)=O.ClC(Cl)(O[C:17](=[O:23])OC(Cl)(Cl)Cl)Cl.C(N(CC)CC)C.[C:32]1([NH:38][CH2:39][CH2:40][NH2:41])[CH:37]=[CH:36][CH:35]=[CH:34][CH:33]=1. The catalyst is C(Cl)Cl. The product is [NH:38]([CH2:39][CH2:40][N:41]1[C:7](=[O:9])[C:6]2[CH:5]=[C:4]([CH2:11][CH3:12])[S:3][C:2]=2[NH:1][C:17]1=[O:23])[C:32]1[CH:37]=[CH:36][CH:35]=[CH:34][CH:33]=1. The yield is 0.250.